From a dataset of Full USPTO retrosynthesis dataset with 1.9M reactions from patents (1976-2016). Predict the reactants needed to synthesize the given product. (1) Given the product [Br:1][C:2]1[C:3]([O:30][CH2:31][C:32]2[NH:36][N:35]=[N:34][N:33]=2)=[CH:4][CH:5]=[C:6]2[C:11]=1[CH:10]=[CH:9][C:8]([C:12]1[S:16][C:15]3[CH:17]=[CH:18][CH:19]=[CH:20][C:14]=3[C:13]=1[C:21](=[O:29])[CH2:22][C:23]1[CH:24]=[CH:25][CH:26]=[CH:27][CH:28]=1)=[CH:7]2, predict the reactants needed to synthesize it. The reactants are: [Br:1][C:2]1[C:11]2[C:6](=[CH:7][C:8]([C:12]3[S:16][C:15]4[CH:17]=[CH:18][CH:19]=[CH:20][C:14]=4[C:13]=3[C:21](=[O:29])[CH2:22][C:23]3[CH:28]=[CH:27][CH:26]=[CH:25][CH:24]=3)=[CH:9][CH:10]=2)[CH:5]=[CH:4][C:3]=1[O:30][CH2:31][C:32]#[N:33].[N-:34]=[N+:35]=[N-:36].[Na+].[Cl-].[NH4+].CN(C=O)C.Cl. (2) Given the product [NH2:1][C:2]1[N:10]=[C:9]2[C:5]([N:6]=[CH:7][N:8]2[C@H:11]2[C@H:16]3[C@H:17]([O:18][CH2:19][C:20]4[CH:25]=[CH:24][CH:23]=[CH:22][CH:21]=4)[C@:13]([CH2:26][OH:27])([CH2:14][O:15]3)[O:12]2)=[C:4]([Cl:36])[N:3]=1, predict the reactants needed to synthesize it. The reactants are: [NH2:1][C:2]1[N:10]=[C:9]2[C:5]([N:6]=[CH:7][N:8]2[C@H:11]2[C@H:16]3[C@H:17]([O:18][CH2:19][C:20]4[CH:25]=[CH:24][CH:23]=[CH:22][CH:21]=4)[C@@:13]([CH2:26][O:27]C(=O)C4C=CC=CC=4)([CH2:14][O:15]3)[O:12]2)=[C:4]([Cl:36])[N:3]=1.[OH-].[Na+].CC(O)=O. (3) Given the product [Si:39]([O:38][C@H:26]1[CH2:25][C@H:24]([O:23][C:13]2[N:12]=[CH:11][N:10]=[C:9]3[C:14]=2[N:15]=[C:16]([C:17]2[CH:18]=[CH:19][CH:20]=[CH:21][CH:22]=2)[NH:8]3)[CH2:28][C@H:27]1[CH2:29][OH:30])([C:42]([CH3:43])([CH3:44])[CH3:45])([CH3:40])[CH3:41], predict the reactants needed to synthesize it. The reactants are: C([N:8]1[C:16]([C:17]2[CH:22]=[CH:21][CH:20]=[CH:19][CH:18]=2)=[N:15][C:14]2[C:9]1=[N:10][CH:11]=[N:12][C:13]=2[O:23][C@@H:24]1[CH2:28][C@@H:27]([CH2:29][O:30][Si](C(C)(C)C)(C)C)[C@@H:26]([O:38][Si:39]([C:42]([CH3:45])([CH3:44])[CH3:43])([CH3:41])[CH3:40])[CH2:25]1)C1C=CC=CC=1.C(O)=O.CO. (4) Given the product [C:1]1([CH2:7][N:8]2[CH2:13][CH2:12][N:11]([CH2:14][C:15]3[CH:20]=[CH:19][CH:18]=[CH:17][CH:16]=3)[CH2:10][CH:9]2[CH2:21][OH:22])[CH:2]=[CH:3][CH:4]=[CH:5][CH:6]=1, predict the reactants needed to synthesize it. The reactants are: [C:1]1([CH2:7][N:8]2[CH2:13][CH2:12][N:11]([CH2:14][C:15]3[CH:20]=[CH:19][CH:18]=[CH:17][CH:16]=3)[CH2:10][CH:9]2[C:21](OCC2C=CC=CC=2)=[O:22])[CH:6]=[CH:5][CH:4]=[CH:3][CH:2]=1.[H-].[H-].[H-].[H-].[Li+].[Al+3]. (5) Given the product [C:35]([O:34][C:32]([NH:31][CH:4]([CH2:5][C:6]1[CH:11]=[CH:10][C:9]([C:12]2[CH:17]=[CH:16][C:15]([C:18]3[C:23]4[O:24][C:25]5[CH:30]=[CH:29][CH:28]=[CH:27][C:26]=5[C:22]=4[CH:21]=[CH:20][CH:19]=3)=[CH:14][CH:13]=2)=[CH:8][CH:7]=1)[C:3]([OH:39])=[O:2])=[O:33])([CH3:38])([CH3:36])[CH3:37], predict the reactants needed to synthesize it. The reactants are: C[O:2][C:3](=[O:39])[CH:4]([NH:31][C:32]([O:34][C:35]([CH3:38])([CH3:37])[CH3:36])=[O:33])[CH2:5][C:6]1[CH:11]=[CH:10][C:9]([C:12]2[CH:17]=[CH:16][C:15]([C:18]3[C:23]4[O:24][C:25]5[CH:30]=[CH:29][CH:28]=[CH:27][C:26]=5[C:22]=4[CH:21]=[CH:20][CH:19]=3)=[CH:14][CH:13]=2)=[CH:8][CH:7]=1.[OH-].[K+].Cl.